This data is from Forward reaction prediction with 1.9M reactions from USPTO patents (1976-2016). The task is: Predict the product of the given reaction. The product is: [CH3:13][O:14][C:3]1[C:8]([N+:9]([O-:11])=[O:10])=[CH:7][C:6]([CH3:12])=[CH:5][N:4]=1. Given the reactants [Na].Cl[C:3]1[C:8]([N+:9]([O-:11])=[O:10])=[CH:7][C:6]([CH3:12])=[CH:5][N:4]=1.[CH3:13][OH:14], predict the reaction product.